This data is from Forward reaction prediction with 1.9M reactions from USPTO patents (1976-2016). The task is: Predict the product of the given reaction. (1) The product is: [O:27]=[C:26]1[CH:25]([N:24]2[C:20](=[O:22])[C:12]3[C:13](=[CH:17][CH:18]=[CH:19][C:11]=3[NH:10][C:5]3[CH:6]=[CH:7][C:8]4[O:9][CH2:1][O:2][C:3]=4[CH:4]=3)[C:14]2=[O:16])[CH2:31][CH2:30][C:29](=[O:32])[NH:28]1. Given the reactants [CH2:1]1[O:9][C:8]2[CH:7]=[CH:6][C:5]([NH:10][C:11]3[CH:19]=[CH:18][CH:17]=[C:13]([C:14]([OH:16])=O)[C:12]=3[C:20]([OH:22])=O)=[CH:4][C:3]=2[O:2]1.Cl.[NH2:24][CH:25]1[CH2:31][CH2:30][C:29](=[O:32])[NH:28][C:26]1=[O:27], predict the reaction product. (2) Given the reactants Cl[C:2]1[CH:7]=[C:6]([C:8]#N)[CH:5]=[CH:4][N:3]=1.[C:10]1([OH:16])[CH:15]=[CH:14][CH:13]=[CH:12][CH:11]=1.C(=O)([O-])[O-:18].[K+].[K+].Cl, predict the reaction product. The product is: [O:16]([C:2]1[CH:7]=[C:6]([CH:5]=[CH:4][N:3]=1)[CH:8]=[O:18])[C:10]1[CH:15]=[CH:14][CH:13]=[CH:12][CH:11]=1. (3) Given the reactants Br[C:2]1[CH:23]=[CH:22][C:5]2[C:6]3[N:7]=[C:8]([C:14]4[N:15]([CH:19]([CH3:21])[CH3:20])[N:16]=[CH:17][N:18]=4)[S:9][C:10]=3[CH2:11][CH2:12][O:13][C:4]=2[CH:3]=1.[CH3:24][C:25]([OH:42])([CH3:41])[CH2:26][N:27]1[CH:31]=[C:30](B2OC(C)(C)C(C)(C)O2)[CH:29]=[N:28]1, predict the reaction product. The product is: [CH:19]([N:15]1[C:14]([C:8]2[S:9][C:10]3[CH2:11][CH2:12][O:13][C:4]4[CH:3]=[C:2]([C:30]5[CH:29]=[N:28][N:27]([CH2:26][C:25]([CH3:41])([OH:42])[CH3:24])[CH:31]=5)[CH:23]=[CH:22][C:5]=4[C:6]=3[N:7]=2)=[N:18][CH:17]=[N:16]1)([CH3:21])[CH3:20]. (4) Given the reactants C([Li])CCC.[CH2:6]([O:13][C:14]1[CH:19]=[CH:18][C:17]([Cl:20])=[CH:16][C:15]=1I)[C:7]1[CH:12]=[CH:11][CH:10]=[CH:9][CH:8]=1.[B:22](OC(C)C)([O:27]C(C)C)[O:23]C(C)C.Cl, predict the reaction product. The product is: [CH2:6]([O:13][C:14]1[CH:19]=[CH:18][C:17]([Cl:20])=[CH:16][C:15]=1[B:22]([OH:27])[OH:23])[C:7]1[CH:12]=[CH:11][CH:10]=[CH:9][CH:8]=1. (5) The product is: [C:1]([C:3]1[CH:4]=[C:5]([NH:14][C:15](=[O:27])[O:16][CH2:17][CH2:18][C:19]2[C:24]([CH3:29])=[CH:23][C:22]([Br:25])=[CH:21][C:20]=2[CH3:26])[CH:6]=[CH:7][C:8]=1[S:9]([CH2:12][CH3:13])(=[O:10])=[O:11])#[N:2]. Given the reactants [C:1]([C:3]1[CH:4]=[C:5]([NH:14][C:15](=[O:27])[O:16][CH2:17][CH2:18][C:19]2[CH:24]=[CH:23][C:22]([Br:25])=[CH:21][C:20]=2[CH3:26])[CH:6]=[CH:7][C:8]=1[S:9]([CH2:12][CH3:13])(=[O:11])=[O:10])#[N:2].Br[C:29]1C=C(C)C(CCO)=C(C)C=1.C(C1C=C(NC(=O)OC2C=CC=CC=2)C=CC=1S(CC)(=O)=O)#N, predict the reaction product. (6) Given the reactants [NH:1]1[CH2:5][CH2:4][CH:3]=[CH:2]1.CCN(CC)CC.[Cl:13][C:14]1[CH:22]=[CH:21][C:17]([C:18](Cl)=[O:19])=[CH:16][CH:15]=1, predict the reaction product. The product is: [Cl:13][C:14]1[CH:22]=[CH:21][C:17]([C:18]([N:1]2[CH2:5][CH:4]=[CH:3][CH2:2]2)=[O:19])=[CH:16][CH:15]=1. (7) Given the reactants C[O:2][C:3]1[CH:12]=[C:11]2[C:6]([C:7]([CH2:24][C:25]3[CH:30]=[CH:29][C:28]([O:31][CH2:32][CH2:33][N:34]4[CH2:38][CH2:37][CH2:36][CH2:35]4)=[CH:27][CH:26]=3)=[C:8]([C:14]3[CH:19]=[CH:18][C:17]([C:20]([F:23])([F:22])[F:21])=[CH:16][CH:15]=3)[C:9](=[O:13])[O:10]2)=[CH:5][C:4]=1[CH3:39].Br.CC(O)=O, predict the reaction product. The product is: [OH:2][C:3]1[CH:12]=[C:11]2[C:6]([C:7]([CH2:24][C:25]3[CH:30]=[CH:29][C:28]([O:31][CH2:32][CH2:33][N:34]4[CH2:35][CH2:36][CH2:37][CH2:38]4)=[CH:27][CH:26]=3)=[C:8]([C:14]3[CH:19]=[CH:18][C:17]([C:20]([F:21])([F:22])[F:23])=[CH:16][CH:15]=3)[C:9](=[O:13])[O:10]2)=[CH:5][C:4]=1[CH3:39].